Dataset: Reaction yield outcomes from USPTO patents with 853,638 reactions. Task: Predict the reaction yield, written as a fraction of the theoretical maximum amount of product (1.0 means a 100% yield; for example, 0.34 means a 34% yield). (1) The reactants are [CH2:1]([O:3][C:4](=[O:10])[C:5]([CH3:9])([CH3:8])[CH2:6][OH:7])[CH3:2].[CH3:11]I. The catalyst is CC#N. The product is [CH2:1]([O:3][C:4](=[O:10])[C:5]([CH3:9])([CH3:8])[CH2:6][O:7][CH3:11])[CH3:2]. The yield is 0.912. (2) The reactants are [Cl:1][C:2]1[NH:3][C:4]([C:11]2[CH:16]=[CH:15][CH:14]=[CH:13][CH:12]=2)=[CH:5][C:6]=1[C:7]([O:9][CH3:10])=[O:8].C(CC(OC)=O)#N.C(Br)C(C1C=CC=CC=1)=O.[O-]S(C(F)(F)[F:39])(=O)=O.ClC1C=CC=C(Cl)[N+]=1F. The catalyst is C(#N)C. The product is [Cl:1][C:2]1[NH:3][C:4]([C:11]2[CH:16]=[CH:15][CH:14]=[CH:13][CH:12]=2)=[C:5]([F:39])[C:6]=1[C:7]([O:9][CH3:10])=[O:8]. The yield is 0.160. (3) The reactants are [NH2:1][C:2]1[CH:7]=[CH:6][CH:5]=[CH:4][CH:3]=1.Cl[C:9](Cl)=[CH:10][C:11]([C:13]1[C:14]([Cl:20])=[N:15][C:16]([Cl:19])=[CH:17][CH:18]=1)=[O:12]. The catalyst is O1CCOCC1. The product is [NH:1]([C:9]([NH:1][C:2]1[CH:7]=[CH:6][CH:5]=[CH:4][CH:3]=1)=[CH:10][C:11]([C:13]1[C:14]([Cl:20])=[N:15][C:16]([Cl:19])=[CH:17][CH:18]=1)=[O:12])[C:2]1[CH:7]=[CH:6][CH:5]=[CH:4][CH:3]=1. The yield is 0.490. (4) The reactants are I[C:2]1[N:3]=[CH:4][N:5]([C:7]2[N:12]=[C:11]([C:13]([F:16])([F:15])[F:14])[CH:10]=[C:9]([C:17]3[CH:22]=[CH:21][C:20]([C:23]([F:26])([F:25])[F:24])=[CH:19][CH:18]=3)[N:8]=2)[CH:6]=1.[Cl-].[Li+].C([Mg]Cl)(C)C.[CH2:34]([Sn:38](Cl)([CH2:43][CH2:44][CH2:45][CH3:46])[CH2:39][CH2:40][CH2:41][CH3:42])[CH2:35][CH2:36][CH3:37].[Cl-].[NH4+]. The catalyst is C1COCC1. The product is [CH2:43]([Sn:38]([CH2:34][CH2:35][CH2:36][CH3:37])([CH2:39][CH2:40][CH2:41][CH3:42])[C:2]1[N:3]=[CH:4][N:5]([C:7]2[N:12]=[C:11]([C:13]([F:16])([F:15])[F:14])[CH:10]=[C:9]([C:17]3[CH:22]=[CH:21][C:20]([C:23]([F:26])([F:25])[F:24])=[CH:19][CH:18]=3)[N:8]=2)[CH:6]=1)[CH2:44][CH2:45][CH3:46]. The yield is 0.420.